Dataset: Forward reaction prediction with 1.9M reactions from USPTO patents (1976-2016). Task: Predict the product of the given reaction. (1) Given the reactants [CH3:1][C:2]1[O:3][CH:4]=[CH:5][C:6]=1[C:7]([O:9]C)=O.C[O-].[Na+].C([NH2:16])=O, predict the reaction product. The product is: [CH3:1][C:2]1[O:3][CH:4]=[CH:5][C:6]=1[C:7]([NH2:16])=[O:9]. (2) Given the reactants [CH:1]([O:4][C:5]1[CH:19]=[CH:18][C:8]([O:9][C:10]2[S:11][C:12]([CH:15]=[N:16][OH:17])=[CH:13][N:14]=2)=[CH:7][CH:6]=1)([CH3:3])[CH3:2].[Cl:20]N1C(=O)CCC1=O.O, predict the reaction product. The product is: [OH:17][N:16]=[C:15]([Cl:20])[C:12]1[S:11][C:10]([O:9][C:8]2[CH:18]=[CH:19][C:5]([O:4][CH:1]([CH3:3])[CH3:2])=[CH:6][CH:7]=2)=[N:14][CH:13]=1. (3) Given the reactants [C:1]([O:5][C:6](=[O:41])[NH:7][C@H:8]1[CH2:13][CH2:12][C@@H:11]([N:14]2[C:19](=[O:20])[C:18]3[CH:21]=[C:22]([F:25])[CH:23]=[N:24][C:17]=3[N:16]([C:26]3[CH:27]=[C:28]([C:32]4[CH:37]=[CH:36][C:35]([CH:38]=O)=[CH:34][CH:33]=4)[CH:29]=[CH:30][CH:31]=3)[C:15]2=[O:40])[CH2:10][CH2:9]1)([CH3:4])([CH3:3])[CH3:2].[CH3:42][C@H:43]1[CH2:48][NH:47][CH2:46][C@@H:45]([CH3:49])[NH:44]1, predict the reaction product. The product is: [C:1]([O:5][C:6](=[O:41])[NH:7][C@H:8]1[CH2:13][CH2:12][C@@H:11]([N:14]2[C:19](=[O:20])[C:18]3[CH:21]=[C:22]([F:25])[CH:23]=[N:24][C:17]=3[N:16]([C:26]3[CH:27]=[C:28]([C:32]4[CH:37]=[CH:36][C:35]([CH2:38][N:47]5[CH2:46][C@H:45]([CH3:49])[NH:44][C@H:43]([CH3:42])[CH2:48]5)=[CH:34][CH:33]=4)[CH:29]=[CH:30][CH:31]=3)[C:15]2=[O:40])[CH2:10][CH2:9]1)([CH3:4])([CH3:2])[CH3:3]. (4) Given the reactants [H-].[Al+3].[Li+].[H-].[H-].[H-].[Cl-].[Al+3].[Cl-].[Cl-].[I:11][C:12]1[CH:21]=[CH:20][CH:19]=[CH:18][C:13]=1[C:14]([NH:16][CH3:17])=O.[OH-].[Na+].[O-]S([O-])(=O)=O.[Mg+2], predict the reaction product. The product is: [I:11][C:12]1[CH:21]=[CH:20][CH:19]=[CH:18][C:13]=1[CH2:14][NH:16][CH3:17]. (5) The product is: [O:1]=[C:2]1[CH2:6][N:5]([C:7]([O:9][C:10]([CH3:11])([CH3:12])[CH3:13])=[O:8])[C@H:4]([C:14]([O:16][CH3:17])=[O:15])[CH2:3]1. Given the reactants [OH:1][C@H:2]1[CH2:6][N:5]([C:7]([O:9][C:10]([CH3:13])([CH3:12])[CH3:11])=[O:8])[C@H:4]([C:14]([O:16][CH3:17])=[O:15])[CH2:3]1.C1C=C[NH+]=CC=1.[O-][Cr](Cl)(=O)=O, predict the reaction product. (6) Given the reactants [CH3:1][O:2][C:3]1[CH:4]=[CH:5][C:6]2[NH:12][C:11](=[O:13])[N:10]([CH:14]3[CH2:19][CH2:18][NH:17][CH2:16][CH2:15]3)[CH2:9][CH2:8][C:7]=2[CH:20]=1.Cl[C:22]1[N:27]=[CH:26][N:25]=[C:24]([NH:28][C:29]2[CH:38]=[C:37]([CH3:39])[C:32]3[NH:33][C:34]([CH3:36])=[N:35][C:31]=3[CH:30]=2)[CH:23]=1.CCN(C(C)C)C(C)C, predict the reaction product. The product is: [CH3:36][C:34]1[NH:33][C:32]2[C:37]([CH3:39])=[CH:38][C:29]([NH:28][C:24]3[N:25]=[CH:26][N:27]=[C:22]([N:17]4[CH2:18][CH2:19][CH:14]([N:10]5[CH2:9][CH2:8][C:7]6[CH:20]=[C:3]([O:2][CH3:1])[CH:4]=[CH:5][C:6]=6[NH:12][C:11]5=[O:13])[CH2:15][CH2:16]4)[CH:23]=3)=[CH:30][C:31]=2[N:35]=1.